Dataset: Blood-brain barrier permeability classification from the B3DB database. Task: Regression/Classification. Given a drug SMILES string, predict its absorption, distribution, metabolism, or excretion properties. Task type varies by dataset: regression for continuous measurements (e.g., permeability, clearance, half-life) or binary classification for categorical outcomes (e.g., BBB penetration, CYP inhibition). Dataset: b3db_classification. (1) The molecule is CC12CCC3c4ccc(O)cc4CCC3C1CC(F)C2O. The result is 1 (penetrates BBB). (2) The drug is C=CCN1C(=O)[C@@H](CC(C)C)NC1=S. The result is 1 (penetrates BBB). (3) The drug is c1ccc2c(c1)[nH]c1cnccc12. The result is 1 (penetrates BBB).